Predict the product of the given reaction. From a dataset of Forward reaction prediction with 1.9M reactions from USPTO patents (1976-2016). (1) The product is: [C:41]([C:40]1[CH:43]=[C:36]([C:32]2[N:31]=[C:30]([NH:29][C:27]3[CH:26]=[N:25][N:24]([CH:23]([F:45])[F:22])[CH:28]=3)[N:35]=[CH:34][N:33]=2)[CH:37]=[CH:38][C:39]=1[O:8][C@H:7]1[CH2:6][CH2:5][N:4]([C:9]([O:11][C:12]([CH3:15])([CH3:14])[CH3:13])=[O:10])[CH2:3][C@H:2]1[F:1])#[N:42]. Given the reactants [F:1][C@H:2]1[C@@H:7]([OH:8])[CH2:6][CH2:5][N:4]([C:9]([O:11][C:12]([CH3:15])([CH3:14])[CH3:13])=[O:10])[CH2:3]1.CC(C)([O-])C.[K+].[F:22][CH:23]([F:45])[N:24]1[CH:28]=[C:27]([NH:29][C:30]2[N:35]=[CH:34][N:33]=[C:32]([C:36]3[CH:37]=[CH:38][C:39](F)=[C:40]([CH:43]=3)[C:41]#[N:42])[N:31]=2)[CH:26]=[N:25]1, predict the reaction product. (2) Given the reactants [CH3:1][S:2](Cl)(=[O:4])=[O:3].[CH2:6]([O:13][CH2:14][C@@H:15]1[CH2:20][O:19][C:18]2[CH:21]=[CH:22][C:23]([CH2:25][CH2:26][OH:27])=[CH:24][C:17]=2[O:16]1)[C:7]1[CH:12]=[CH:11][CH:10]=[CH:9][CH:8]=1.Cl, predict the reaction product. The product is: [CH3:1][S:2]([O:27][CH2:26][CH2:25][C:23]1[CH:22]=[CH:21][C:18]2[O:19][CH2:20][C@@H:15]([CH2:14][O:13][CH2:6][C:7]3[CH:8]=[CH:9][CH:10]=[CH:11][CH:12]=3)[O:16][C:17]=2[CH:24]=1)(=[O:4])=[O:3]. (3) Given the reactants Br[C:2]1[CH:3]=[C:4]([CH:16]=[C:17]([O:21][CH3:22])[C:18]=1[O:19][CH3:20])[CH:5]=[C:6]1[C:14]2[C:9](=[CH:10][CH:11]=[CH:12][CH:13]=2)[NH:8][C:7]1=[O:15].C(=O)([O-])[O-].[Na+].[Na+].[CH2:29]([O:31][C:32]1[CH:33]=[C:34](B(O)O)[CH:35]=[CH:36][CH:37]=1)[CH3:30].O, predict the reaction product. The product is: [CH2:29]([O:31][C:32]1[CH:37]=[C:36]([C:3]2[CH:2]=[C:18]([O:19][CH3:20])[C:17]([O:21][CH3:22])=[CH:16][C:4]=2[CH:5]=[C:6]2[C:14]3[C:9](=[CH:10][CH:11]=[CH:12][CH:13]=3)[NH:8][C:7]2=[O:15])[CH:35]=[CH:34][CH:33]=1)[CH3:30]. (4) Given the reactants [O:1]1[C:5]2[CH:6]=[CH:7][C:8]([O:10][C:11]3[N:32]=[CH:31][CH:30]=[CH:29][C:12]=3[C:13]([NH:15][CH2:16][C:17]3[CH:22]=[CH:21][C:20]([O:23][CH:24]([C:26]#[N:27])[CH3:25])=[CH:19][C:18]=3[F:28])=[O:14])=[CH:9][C:4]=2[O:3][CH2:2]1.C([Sn](=O)CCCC)CCC.C[Si]([N:47]=[N+:48]=[N-:49])(C)C, predict the reaction product. The product is: [O:1]1[C:5]2[CH:6]=[CH:7][C:8]([O:10][C:11]3[N:32]=[CH:31][CH:30]=[CH:29][C:12]=3[C:13]([NH:15][CH2:16][C:17]3[CH:22]=[CH:21][C:20]([O:23][CH:24]([C:26]4[NH:49][N:48]=[N:47][N:27]=4)[CH3:25])=[CH:19][C:18]=3[F:28])=[O:14])=[CH:9][C:4]=2[O:3][CH2:2]1. (5) Given the reactants Br[C:2]1[CH:3]=[CH:4][C:5]([N:8]2[CH2:12][CH2:11][CH:10]([NH:13][CH2:14][CH2:15][O:16][CH3:17])[CH2:9]2)=[N:6][CH:7]=1.[Cl:18][C:19]1[CH:20]=[CH:21][C:22]([CH2:25][O:26][C:27]2[CH:32]=[CH:31][NH:30][C:29](=[O:33])[CH:28]=2)=[N:23][CH:24]=1.[Na+].[I-].C([O-])([O-])=O.[K+].[K+].[C@@H]1(N)CCCC[C@H]1N, predict the reaction product. The product is: [Cl:18][C:19]1[CH:20]=[CH:21][C:22]([CH2:25][O:26][C:27]2[CH:32]=[CH:31][N:30]([C:2]3[CH:7]=[N:6][C:5]([N:8]4[CH2:12][CH2:11][CH:10]([NH:13][CH2:14][CH2:15][O:16][CH3:17])[CH2:9]4)=[CH:4][CH:3]=3)[C:29](=[O:33])[CH:28]=2)=[N:23][CH:24]=1. (6) Given the reactants [N+:1]([C:4]1[CH:12]=[C:11]([CH:13]=[CH:14][CH2:15][CH2:16][C:17]2[CH:22]=[CH:21][CH:20]=[CH:19][CH:18]=2)[CH:10]=[CH:9][C:5]=1[C:6]([O-:8])=[O:7])([O-])=O, predict the reaction product. The product is: [NH2:1][C:4]1[CH:12]=[C:11]([CH2:13][CH2:14][CH2:15][CH2:16][C:17]2[CH:22]=[CH:21][CH:20]=[CH:19][CH:18]=2)[CH:10]=[CH:9][C:5]=1[C:6]([O:8][C:5]([CH3:9])([CH3:6])[CH3:4])=[O:7]. (7) Given the reactants [C:1]([OH:6])(=[O:5])[CH2:2]CC.[OH:7][C:8]1C2N=N[NH:13]C=2[CH:11]=[CH:10][CH:9]=1.C(N(C(C)C)CC)(C)C.[C:26]1([CH3:34])[CH:31]=[CH:30][CH:29]=[CH:28][C:27]=1[NH:32][NH2:33], predict the reaction product. The product is: [C:1]([O-:6])(=[O:5])[CH3:2].[NH4+:13].[CH3:34][C:26]1[CH:31]=[CH:30][CH:29]=[CH:28][C:27]=1[NH:32][NH:33][C:8](=[O:7])[CH2:9][CH2:10][CH3:11].